From a dataset of Reaction yield outcomes from USPTO patents with 853,638 reactions. Predict the reaction yield, written as a fraction of the theoretical maximum amount of product (1.0 means a 100% yield; for example, 0.34 means a 34% yield). (1) The reactants are [C:1]1(C)[C:2]([S:7](Cl)(=[O:9])=[O:8])=[CH:3][CH:4]=[CH:5][CH:6]=1.[OH:12][CH2:13][C@H:14]1[O:19][CH2:18][CH2:17][N:16]([C:20]([O:22][C:23]([CH3:26])([CH3:25])[CH3:24])=[O:21])[CH2:15]1.[CH2:27](N(CC)CC)C. The catalyst is CN(C1C=CN=CC=1)C.ClCCl. The product is [S:7]([O:12][CH2:13][C@H:14]1[O:19][CH2:18][CH2:17][N:16]([C:20]([O:22][C:23]([CH3:26])([CH3:25])[CH3:24])=[O:21])[CH2:15]1)([C:2]1[CH:1]=[CH:6][C:5]([CH3:27])=[CH:4][CH:3]=1)(=[O:8])=[O:9]. The yield is 0.970. (2) The reactants are OC1C=CC(C2C3C=C(N(C)C)C=CC=3S(=O)(=O)CCC2)=CC=1.[O:24]=[S:25](=[O:37])([CH3:36])[O:26][CH2:27][CH2:28][CH2:29][CH2:30]OS(=O)(C)=O.C(=O)([O-])[O-].[K+].[K+]. The catalyst is CC(C)=O. The product is [S:25]([O:26][CH2:27][CH2:28][CH2:29][CH3:30])(=[O:37])(=[O:24])[CH3:36]. The yield is 0.770. (3) The reactants are [N:1]1[CH:6]=[CH:5][CH:4]=[C:3]([C:7]2[S:8][CH:9]=[C:10]([C:12]([O:14][CH2:15][CH3:16])=[O:13])[N:11]=2)[CH:2]=1.C[Si]([N-][Si](C)(C)C)(C)C.[K+].[Br:27]N1C(=O)CCC1=O. The catalyst is O1CCCC1. The product is [Br:27][C:9]1[S:8][C:7]([C:3]2[CH:2]=[N:1][CH:6]=[CH:5][CH:4]=2)=[N:11][C:10]=1[C:12]([O:14][CH2:15][CH3:16])=[O:13]. The yield is 0.520. (4) The yield is 0.873. The product is [Cl:20][CH2:3][C:2]([CH3:1])=[CH:5][C:6]1[CH:11]=[CH:10][C:9]([CH3:12])=[CH:8][CH:7]=1. The catalyst is C1(C)C=CC=CC=1.O. The reactants are [CH3:1][C:2](=[CH:5][C:6]1[CH:11]=[CH:10][C:9]([CH3:12])=[CH:8][CH:7]=1)[CH2:3]O.CN(C)C=O.S(Cl)([Cl:20])=O.C(=O)([O-])[O-].[Na+].[Na+]. (5) The reactants are I[C:2]1[CH:7]=[CH:6][C:5]([N+:8]([O-:10])=[O:9])=[CH:4][CH:3]=1.[C:11]([C:13]1[CH:18]=[CH:17][CH:16]=[CH:15][N:14]=1)#[CH:12].N1CCC[C@H]1C(O)=O.C([O-])([O-])=O.[Na+].[Na+].[N-:33]=[N+:34]=[N-:35].[Na+].[Na].O=C1O[C@H]([C@H](CO)O)C([O-])=C1O. The catalyst is O.O.O.O.O.S([O-])([O-])(=O)=O.[Cu+2].CS(C)=O.O. The product is [N+:8]([C:5]1[CH:6]=[CH:7][C:2]([N:33]2[CH:12]=[C:11]([C:13]3[CH:18]=[CH:17][CH:16]=[CH:15][N:14]=3)[N:35]=[N:34]2)=[CH:3][CH:4]=1)([O-:10])=[O:9]. The yield is 0.590.